Predict the reactants needed to synthesize the given product. From a dataset of Full USPTO retrosynthesis dataset with 1.9M reactions from patents (1976-2016). (1) The reactants are: C=[C:2]([CH2:22][CH3:23])[CH2:3][C:4]1([C:17]([O:19][CH2:20][CH3:21])=[O:18])[CH2:9][CH2:8][N:7]([C:10]([O:12][C:13]([CH3:16])([CH3:15])[CH3:14])=[O:11])[CH2:6][CH2:5]1.I([O-])(=O)(=O)=[O:25].[Na+]. Given the product [O:25]=[C:2]([CH2:22][CH3:23])[CH2:3][C:4]1([C:17]([O:19][CH2:20][CH3:21])=[O:18])[CH2:9][CH2:8][N:7]([C:10]([O:12][C:13]([CH3:14])([CH3:15])[CH3:16])=[O:11])[CH2:6][CH2:5]1, predict the reactants needed to synthesize it. (2) Given the product [CH3:1][C@@H:2]([CH2:14][CH2:15][CH:16]=[C:17]([CH3:19])[CH3:18])[CH2:3][CH2:4][C:5]1[CH:10]=[CH:9][C:8]([C:21]2[CH:27]=[CH:26][C:24]([NH2:25])=[CH:23][CH:22]=2)=[CH:7][CH:6]=1, predict the reactants needed to synthesize it. The reactants are: [CH3:1][C@@H:2]([CH2:14][CH2:15][CH:16]=[C:17]([CH3:19])[CH3:18])[CH2:3][CH2:4][C:5]1[CH:10]=[CH:9][C:8](B(O)O)=[CH:7][CH:6]=1.I[C:21]1[CH:27]=[CH:26][C:24]([NH2:25])=[CH:23][CH:22]=1. (3) Given the product [OH:29][C:30]1[CH:35]=[CH:34][C:33]([C:2]2[C:6]3[CH:7]=[C:8]([CH2:11][O:12][C:13]4[N:18]=[CH:17][C:16]([CH:19]([C:26]#[C:27][CH3:28])[CH2:20][C:21]([O:23][CH2:24][CH3:25])=[O:22])=[CH:15][CH:14]=4)[CH:9]=[CH:10][C:5]=3[S:4][CH:3]=2)=[C:32]([CH3:39])[CH:31]=1, predict the reactants needed to synthesize it. The reactants are: Br[C:2]1[C:6]2[CH:7]=[C:8]([CH2:11][O:12][C:13]3[N:18]=[CH:17][C:16]([CH:19]([C:26]#[C:27][CH3:28])[CH2:20][C:21]([O:23][CH2:24][CH3:25])=[O:22])=[CH:15][CH:14]=3)[CH:9]=[CH:10][C:5]=2[S:4][CH:3]=1.[OH:29][C:30]1[CH:35]=[CH:34][C:33](B(O)O)=[C:32]([CH3:39])[CH:31]=1.C([O-])([O-])=O.[Cs+].[Cs+].